Dataset: Full USPTO retrosynthesis dataset with 1.9M reactions from patents (1976-2016). Task: Predict the reactants needed to synthesize the given product. (1) Given the product [F:4][C:5]1[C:6]([O:14][CH3:15])=[C:7]([C:11]2[NH:12][C:16]([CH3:17])=[C:19]([CH2:24][CH:25]([CH3:27])[CH3:26])[C:20](=[O:21])[N:13]=2)[CH:8]=[CH:9][CH:10]=1, predict the reactants needed to synthesize it. The reactants are: C[O-].[Na+].[F:4][C:5]1[C:6]([O:14][CH3:15])=[C:7]([C:11](=[NH:13])[NH2:12])[CH:8]=[CH:9][CH:10]=1.[C:16]([CH:19]([CH2:24][CH:25]([CH3:27])[CH3:26])[C:20](OC)=[O:21])(=O)[CH3:17]. (2) Given the product [NH2:1][C:8]1[C:9]([C:10]([O:12][CH2:13][CH3:14])=[O:11])=[N:16][C:17]2[C:22]([CH:23]=1)=[CH:21][N:20]=[C:19]([Br:25])[CH:18]=2, predict the reactants needed to synthesize it. The reactants are: [N:1]1C=CC=CC=1.Br[CH2:8][C:9](=O)[C:10]([O:12][CH2:13][CH3:14])=[O:11].[NH2:16][C:17]1[C:22]([CH:23]=O)=[CH:21][N:20]=[C:19]([Br:25])[CH:18]=1.N1CCCC1. (3) Given the product [NH4+:7].[OH-:20].[F:1][C:2]1[CH:3]=[CH:4][C:5]2[N:14]=[C:13]([N:27]3[CH2:26][CH2:25][NH:24][C@@H:23]([CH2:22][CH2:21][O:20][CH3:19])[CH2:28]3)[C:12]3[CH:11]=[C:10]([CH3:17])[S:9][C:8]=3[NH:7][C:6]=2[CH:18]=1, predict the reactants needed to synthesize it. The reactants are: [F:1][C:2]1[CH:3]=[CH:4][C:5]2[N:14]=[C:13](SC)[C:12]3[CH:11]=[C:10]([CH3:17])[S:9][C:8]=3[NH:7][C:6]=2[CH:18]=1.[CH3:19][O:20][CH2:21][CH2:22][C@H:23]1[CH2:28][NH:27][CH2:26][CH2:25][NH:24]1. (4) Given the product [F:25][C:26]1[CH:27]=[CH:28][C:29]([NH:32][CH2:23][C@H:17]2[C@@H:18]([CH3:22])[CH2:19][CH2:20][CH2:21][N:16]2[C:14]([C:9]2[N:10]=[C:11]([CH3:13])[S:12][C:8]=2[C:5]2[CH:6]=[CH:7][C:2]([F:1])=[CH:3][CH:4]=2)=[O:15])=[N:30][CH:31]=1, predict the reactants needed to synthesize it. The reactants are: [F:1][C:2]1[CH:7]=[CH:6][C:5]([C:8]2[S:12][C:11]([CH3:13])=[N:10][C:9]=2[C:14]([N:16]2[CH2:21][CH2:20][CH2:19][C@H:18]([CH3:22])[C@@H:17]2[CH:23]=O)=[O:15])=[CH:4][CH:3]=1.[F:25][C:26]1[CH:27]=[CH:28][C:29]([NH2:32])=[N:30][CH:31]=1.C([BH3-])#N.[Na+]. (5) The reactants are: [NH2:1][C@@H:2]1[CH2:6][CH2:5][N:4]([C:7]([C:9]2[CH:10]=[C:11]([CH:24]=[CH:25][C:26]=2[F:27])[CH2:12][C:13]2[C:22]3[C:17](=[CH:18][CH:19]=[CH:20][CH:21]=3)[C:16](=[O:23])[NH:15][N:14]=2)=[O:8])[CH2:3]1.C(O[C:31]1(O[Si](C)(C)C)[CH2:33][CH2:32]1)C.C(O[BH-](OC(=O)C)OC(=O)C)(=O)C.[Na+]. Given the product [CH:31]1([NH:1][C@@H:2]2[CH2:6][CH2:5][N:4]([C:7]([C:9]3[CH:10]=[C:11]([CH:24]=[CH:25][C:26]=3[F:27])[CH2:12][C:13]3[C:22]4[C:17](=[CH:18][CH:19]=[CH:20][CH:21]=4)[C:16](=[O:23])[NH:15][N:14]=3)=[O:8])[CH2:3]2)[CH2:33][CH2:32]1, predict the reactants needed to synthesize it. (6) The reactants are: [Cl:1][C:2]1[CH:10]=[CH:9][C:5]([C:6]([OH:8])=O)=[CH:4][C:3]=1[NH:11][C:12]([NH:14][C:15](=[O:23])[C:16]1[CH:21]=[CH:20][CH:19]=[CH:18][C:17]=1[Cl:22])=[O:13].[B-](F)(F)(F)F.[CH3:29][CH2:30][O:31]C(C(C#N)=NOC(N(C)C)=[N+](C)C)=O.C([N:49]([CH:52]([CH3:54])[CH3:53])CC)(C)C.[CH3:55][N:56]([CH3:59])[CH:57]=[O:58]. Given the product [Cl:1][C:2]1[CH:10]=[CH:9][C:5]([C:6]([NH:49][CH:52]2[CH2:53][CH2:59][N:56]([C:57]([O:31][CH2:30][CH3:29])=[O:58])[CH2:55][CH2:54]2)=[O:8])=[CH:4][C:3]=1[NH:11][C:12]([NH:14][C:15](=[O:23])[C:16]1[CH:21]=[CH:20][CH:19]=[CH:18][C:17]=1[Cl:22])=[O:13], predict the reactants needed to synthesize it. (7) Given the product [CH3:20][O:21][C:22]1[CH:23]=[CH:24][C:25]([C:26]([NH:28][C:29](=[S:30])[NH:1][C:2]2[S:12][C:5]3[CH2:6][O:7][C:8]([CH3:11])([CH3:10])[CH2:9][C:4]=3[C:3]=2[C:13]([O:15][C:16]([CH3:19])([CH3:18])[CH3:17])=[O:14])=[O:27])=[CH:31][CH:32]=1, predict the reactants needed to synthesize it. The reactants are: [NH2:1][C:2]1[S:12][C:5]2[CH2:6][O:7][C:8]([CH3:11])([CH3:10])[CH2:9][C:4]=2[C:3]=1[C:13]([O:15][C:16]([CH3:19])([CH3:18])[CH3:17])=[O:14].[CH3:20][O:21][C:22]1[CH:32]=[CH:31][C:25]([C:26]([N:28]=[C:29]=[S:30])=[O:27])=[CH:24][CH:23]=1. (8) Given the product [NH2:1][C:4]1[CH:5]=[C:6]([NH:10][CH:11]2[CH2:16][CH2:15][CH2:14][N:13]([C:17]([O:19][C:20]([CH3:23])([CH3:22])[CH3:21])=[O:18])[CH2:12]2)[CH:7]=[CH:8][CH:9]=1, predict the reactants needed to synthesize it. The reactants are: [N+:1]([C:4]1[CH:5]=[C:6]([NH:10][CH:11]2[CH2:16][CH2:15][CH2:14][N:13]([C:17]([O:19][C:20]([CH3:23])([CH3:22])[CH3:21])=[O:18])[CH2:12]2)[CH:7]=[CH:8][CH:9]=1)([O-])=O.